From a dataset of Reaction yield outcomes from USPTO patents with 853,638 reactions. Predict the reaction yield, written as a fraction of the theoretical maximum amount of product (1.0 means a 100% yield; for example, 0.34 means a 34% yield). (1) The reactants are [CH3:1][O:2][C:3]1[CH:4]=[C:5]2[C:10](=[CH:11][C:12]=1[O:13][CH3:14])[N:9]=[CH:8][CH:7]=[C:6]2[O:15][C:16]1[CH:22]=[CH:21][C:19]([NH2:20])=[CH:18][CH:17]=1.Cl[C:24](Cl)([O:26][C:27](=[O:33])OC(Cl)(Cl)Cl)Cl.[CH:35]1(CO)[CH2:37][CH2:36]1.C(=O)(O)[O-].[Na+]. The catalyst is C(Cl)Cl.C(N(CC)CC)C.C1(C)C=CC=CC=1. The product is [CH3:1][O:2][C:3]1[CH:4]=[C:5]2[C:10](=[CH:11][C:12]=1[O:13][CH3:14])[N:9]=[CH:8][CH:7]=[C:6]2[O:15][C:16]1[CH:22]=[CH:21][C:19]([NH:20][C:27](=[O:33])[O:26][CH2:24][CH:35]2[CH2:37][CH2:36]2)=[CH:18][CH:17]=1. The yield is 0.340. (2) The reactants are [OH:1][C:2]1[C:7]([C:8]([OH:10])=O)=[CH:6][N:5]=[C:4]([N:11]2[CH:15]=[CH:14][CH:13]=[N:12]2)[N:3]=1.CCN(CC)CC.CN(C(ON1N=NC2C=CC=NC1=2)=[N+](C)C)C.F[P-](F)(F)(F)(F)F.Cl.[NH2:48][C@H:49]([C:62]1[CH:67]=[CH:66][C:65]([F:68])=[CH:64][CH:63]=1)[C:50]1[CH:55]=[CH:54][C:53]([P:56]([CH3:61])(=[O:60])[O:57][CH2:58][CH3:59])=[CH:52][CH:51]=1. The catalyst is CC#N. The product is [F:68][C:65]1[CH:64]=[CH:63][C:62]([C@@H:49]([NH:48][C:8]([C:7]2[C:2]([OH:1])=[N:3][C:4]([N:11]3[CH:15]=[CH:14][CH:13]=[N:12]3)=[N:5][CH:6]=2)=[O:10])[C:50]2[CH:55]=[CH:54][C:53]([P:56]([CH3:61])(=[O:60])[O:57][CH2:58][CH3:59])=[CH:52][CH:51]=2)=[CH:67][CH:66]=1. The yield is 0.657. (3) The reactants are [BH4-].[Na+].[C:3]([C:10]1[CH:11]=[C:12]([CH2:18][CH2:19][C:20]([O:22][CH2:23][CH3:24])=[O:21])[CH:13]=[CH:14][C:15]=1[O:16][CH3:17])(=[O:9])[CH2:4][CH2:5][CH2:6][CH2:7][CH3:8]. The catalyst is C(O)C. The product is [OH:9][CH:3]([C:10]1[CH:11]=[C:12]([CH2:18][CH2:19][C:20]([O:22][CH2:23][CH3:24])=[O:21])[CH:13]=[CH:14][C:15]=1[O:16][CH3:17])[CH2:4][CH2:5][CH2:6][CH2:7][CH3:8]. The yield is 0.940. (4) The reactants are C(N(CC)CC)C.[CH:8]([C:10]1[C:18]2[C:13](=[N:14][CH:15]=[CH:16][CH:17]=2)[N:12](C(OC(C)(C)C)=O)[CH:11]=1)=[O:9].[CH:26](=[N:33][C:34]1[CH:39]=[CH:38][CH:37]=[C:36]([O:40][CH3:41])[CH:35]=1)[C:27]1[CH:32]=[CH:31][CH:30]=[CH:29][CH:28]=1. The catalyst is [Cl-].C([N+]1C(C)=C(CCO)SC=1)C1C=CC=CC=1.C(O)C. The product is [CH3:41][O:40][C:36]1[CH:35]=[C:34]([NH:33][CH:26]([C:27]2[CH:32]=[CH:31][CH:30]=[CH:29][CH:28]=2)[C:8]([C:10]2[C:18]3[C:13](=[N:14][CH:15]=[CH:16][CH:17]=3)[NH:12][CH:11]=2)=[O:9])[CH:39]=[CH:38][CH:37]=1. The yield is 0.0900.